From a dataset of Reaction yield outcomes from USPTO patents with 853,638 reactions. Predict the reaction yield, written as a fraction of the theoretical maximum amount of product (1.0 means a 100% yield; for example, 0.34 means a 34% yield). (1) The reactants are [CH2:1]([C:17]1[CH:22]=[CH:21][C:20]([S:23](Cl)(=[O:25])=[O:24])=[CH:19][CH:18]=1)[CH2:2][CH2:3][CH2:4][CH2:5][CH2:6][CH2:7][CH2:8][CH2:9][CH2:10][CH2:11][CH2:12][CH2:13][CH2:14][CH2:15][CH3:16].[S:27]1[CH:31]=[N:30][N:29]=[C:28]1[NH2:32].Cl. The catalyst is N1C=CC=CC=1. The product is [CH2:1]([C:17]1[CH:22]=[CH:21][C:20]([S:23]([NH:32][C:28]2[S:27][CH:31]=[N:30][N:29]=2)(=[O:25])=[O:24])=[CH:19][CH:18]=1)[CH2:2][CH2:3][CH2:4][CH2:5][CH2:6][CH2:7][CH2:8][CH2:9][CH2:10][CH2:11][CH2:12][CH2:13][CH2:14][CH2:15][CH3:16]. The yield is 0.460. (2) The reactants are [CH3:1][O:2][C:3]([C:5]1[C:9]([CH:10]([CH3:12])[CH3:11])=[C:8]([C:13](O)=[O:14])[N:7]([C:16]2[CH:21]=[CH:20][C:19]([F:22])=[CH:18][CH:17]=2)[N:6]=1)=[O:4].B.C1COCC1.CO. The catalyst is C1COCC1. The product is [CH3:1][O:2][C:3]([C:5]1[C:9]([CH:10]([CH3:12])[CH3:11])=[C:8]([CH2:13][OH:14])[N:7]([C:16]2[CH:21]=[CH:20][C:19]([F:22])=[CH:18][CH:17]=2)[N:6]=1)=[O:4]. The yield is 0.900. (3) The reactants are [Br:1][C:2]1[CH:3]=[C:4]([NH2:9])[C:5]([NH2:8])=[CH:6][CH:7]=1.C(N(CC)CC)C.Cl[C:18](Cl)([O:20]C(=O)OC(Cl)(Cl)Cl)Cl. The catalyst is O1CCOCC1. The product is [Br:1][C:2]1[CH:7]=[CH:6][C:5]2[NH:8][C:18](=[O:20])[NH:9][C:4]=2[CH:3]=1. The yield is 0.520. (4) The reactants are FC(F)(F)C([N:5]([C:7]1[CH:12]=[CH:11][C:10](/[CH:13]=[CH:14]/[C:15]2[CH:20]=[CH:19][C:18]([C:21]([F:24])([F:23])[F:22])=[CH:17][CH:16]=2)=[CH:9][N:8]=1)[NH2:6])=O.Cl.C(=O)([O-])O.[Na+]. The catalyst is C(O)C. The product is [NH:5]([C:7]1[CH:12]=[CH:11][C:10](/[CH:13]=[CH:14]/[C:15]2[CH:20]=[CH:19][C:18]([C:21]([F:24])([F:22])[F:23])=[CH:17][CH:16]=2)=[CH:9][N:8]=1)[NH2:6]. The yield is 0.630. (5) The reactants are Br[C:2]1[C:3](=[O:10])[N:4]([CH3:9])[CH:5]=[C:6]([Br:8])[CH:7]=1.N[C:12]1[N:17]=[CH:16][CH:15]=[CH:14][N:13]=1.C(=O)([O-])[O-].[Cs+].[Cs+].CC1(C)C2C(=C(P(C3C=CC=CC=3)C3C=CC=CC=3)C=CC=2)OC2C(P(C3C=CC=CC=3)C3C=CC=CC=3)=CC=CC1=2.C[N:67](C=O)C. The catalyst is C(Cl)Cl.CO.O.C1C=CC(/C=C/C(/C=C/C2C=CC=CC=2)=O)=CC=1.C1C=CC(/C=C/C(/C=C/C2C=CC=CC=2)=O)=CC=1.C1C=CC(/C=C/C(/C=C/C2C=CC=CC=2)=O)=CC=1.[Pd].[Pd].O1CCOCC1. The product is [Br:8][C:6]1[CH:7]=[C:2]([NH:67][C:14]2[CH:15]=[CH:16][N:17]=[CH:12][N:13]=2)[C:3](=[O:10])[N:4]([CH3:9])[CH:5]=1. The yield is 0.580.